Dataset: Catalyst prediction with 721,799 reactions and 888 catalyst types from USPTO. Task: Predict which catalyst facilitates the given reaction. (1) Reactant: [CH3:1][O:2][C:3]1[CH:4]=[CH:5][C:6]([CH3:10])=[C:7]([NH2:9])[CH:8]=1.[CH2:11]([S:14](Cl)(=[O:16])=[O:15])[CH2:12][CH3:13]. Product: [CH3:1][O:2][C:3]1[CH:4]=[CH:5][C:6]([CH3:10])=[C:7]([NH:9][S:14]([CH2:11][CH2:12][CH3:13])(=[O:16])=[O:15])[CH:8]=1. The catalyst class is: 17. (2) Reactant: [C:1]([N+:5]#[C-:6])([CH3:4])([CH3:3])[CH3:2].[Cl:7][C:8]1[CH:13]=[CH:12][C:11]([CH:14]2[CH2:19][CH2:18][CH:17]([C:20](=O)[CH2:21][CH2:22][CH:23]=[CH2:24])[CH2:16][CH2:15]2)=[CH:10][CH:9]=1.[C:26]([O-:29])(=O)[CH3:27].[NH4+:30].[OH2:31]. Product: [C:26]([NH:30][C:20]([CH:17]1[CH2:18][CH2:19][CH:14]([C:11]2[CH:12]=[CH:13][C:8]([Cl:7])=[CH:9][CH:10]=2)[CH2:15][CH2:16]1)([CH2:21][CH2:22][CH:23]=[CH2:24])[C:6]([NH:5][C:1]([CH3:4])([CH3:3])[CH3:2])=[O:31])(=[O:29])[CH3:27]. The catalyst class is: 836. (3) Reactant: C([O:4][CH2:5][C@@H:6]1[C@@H:11]([O:12]C(=O)C)[C@H:10]([O:16]C(=O)C)[C@H:9]([O:20]C(=O)C)[C@@H:8]([C:24]2[CH:29]=[CH:28][CH:27]=[C:26]([C:30]#[C:31][C@@H:32]3[C@@H:37]([O:38]CC4C=CC=CC=4)[C@@H:36]([O:46]CC4C=CC=CC=4)[C@H:35]([O:54]CC4C=CC=CC=4)[C@@H:34]([CH2:62][O:63]CC4C=CC=CC=4)[O:33]3)[CH:25]=2)[O:7]1)(=O)C.CO[Na].CO. Product: [OH:63][CH2:62][C@@H:34]1[C@@H:35]([OH:54])[C@H:36]([OH:46])[C@H:37]([OH:38])[C@@H:32]([CH2:31][CH2:30][C:26]2[CH:27]=[CH:28][CH:29]=[C:24]([C@@H:8]3[C@@H:9]([OH:20])[C@@H:10]([OH:16])[C@H:11]([OH:12])[C@@H:6]([CH2:5][OH:4])[O:7]3)[CH:25]=2)[O:33]1. The catalyst class is: 5. (4) Reactant: [Si:1]([O:8][CH:9]([CH2:20][O:21][C:22]1[CH:27]=[CH:26][CH:25]=[C:24]([C:28]2[N:33]=[C:32](Cl)[C:31]([CH3:35])=[C:30]([NH:36][CH:37]3[CH2:42][CH2:41][O:40][CH2:39][CH2:38]3)[N:29]=2)[CH:23]=1)[CH2:10][N:11]([CH3:19])[C:12](=[O:18])[O:13][C:14]([CH3:17])([CH3:16])[CH3:15])([C:4]([CH3:7])([CH3:6])[CH3:5])([CH3:3])[CH3:2].[C:43]([O:51][CH2:52][C:53]1[C:57](B2OC(C)(C)C(C)(C)O2)=[C:56]([CH3:67])[O:55][N:54]=1)(=[O:50])[C:44]1[CH:49]=[CH:48][CH:47]=[CH:46][CH:45]=1.[F-].[K+]. Product: [C:43]([O:51][CH2:52][C:53]1[C:57]([C:32]2[C:31]([CH3:35])=[C:30]([NH:36][CH:37]3[CH2:38][CH2:39][O:40][CH2:41][CH2:42]3)[N:29]=[C:28]([C:24]3[CH:25]=[CH:26][CH:27]=[C:22]([O:21][CH2:20][CH:9]([O:8][Si:1]([C:4]([CH3:7])([CH3:6])[CH3:5])([CH3:3])[CH3:2])[CH2:10][N:11]([C:12]([O:13][C:14]([CH3:17])([CH3:15])[CH3:16])=[O:18])[CH3:19])[CH:23]=3)[N:33]=2)=[C:56]([CH3:67])[O:55][N:54]=1)(=[O:50])[C:44]1[CH:45]=[CH:46][CH:47]=[CH:48][CH:49]=1. The catalyst class is: 333.